Predict the reaction yield, written as a fraction of the theoretical maximum amount of product (1.0 means a 100% yield; for example, 0.34 means a 34% yield). From a dataset of Reaction yield outcomes from USPTO patents with 853,638 reactions. (1) The reactants are C([NH:9][C:10]([NH:12][C:13]1[C:18]([O:19][C:20]2[CH:25]=[CH:24][C:23]([F:26])=[CH:22][C:21]=2[Br:27])=[CH:17][C:16]([S:28][C:29]2[CH:34]=[CH:33][CH:32]=[C:31]([O:35][CH3:36])[CH:30]=2)=[CH:15][N:14]=1)=[S:11])(=O)C1C=CC=CC=1.CCO.[OH-].[Na+]. The catalyst is O. The product is [Br:27][C:21]1[CH:22]=[C:23]([F:26])[CH:24]=[CH:25][C:20]=1[O:19][C:18]1[C:13]([NH:12][C:10]([NH2:9])=[S:11])=[N:14][CH:15]=[C:16]([S:28][C:29]2[CH:34]=[CH:33][CH:32]=[C:31]([O:35][CH3:36])[CH:30]=2)[CH:17]=1. The yield is 0.768. (2) The reactants are [Cl:1][C:2]1[CH:7]=[CH:6][C:5]([C@H:8]([C:21]([N:23]2[CH2:28][CH2:27][N:26]([C:29]3[C:34]([C:35]4[CH:40]=[CH:39][CH:38]=[C:37]([F:41])[CH:36]=4)=[CH:33][N:32]=[C:31]4[NH:42][CH:43]=[CH:44][C:30]=34)[CH2:25][CH2:24]2)=[O:22])[CH2:9][N:10]([CH:18]([CH3:20])[CH3:19])C(=O)OC(C)(C)C)=[CH:4][CH:3]=1.C(O)(C(F)(F)F)=O.C1(N)C(F)=C(F)C(F)=C(N)C=1F.Cl.Cl. The catalyst is C(Cl)Cl. The product is [Cl:1][C:2]1[CH:3]=[CH:4][C:5]([C@@H:8]([CH2:9][NH:10][CH:18]([CH3:20])[CH3:19])[C:21]([N:23]2[CH2:24][CH2:25][N:26]([C:29]3[C:34]([C:35]4[CH:40]=[CH:39][CH:38]=[C:37]([F:41])[CH:36]=4)=[CH:33][N:32]=[C:31]4[NH:42][CH:43]=[CH:44][C:30]=34)[CH2:27][CH2:28]2)=[O:22])=[CH:6][CH:7]=1. The yield is 0.600.